This data is from Peptide-MHC class II binding affinity with 134,281 pairs from IEDB. The task is: Regression. Given a peptide amino acid sequence and an MHC pseudo amino acid sequence, predict their binding affinity value. This is MHC class II binding data. The peptide sequence is MLHWSLILPGIKAQQ. The MHC is DRB1_0404 with pseudo-sequence DRB1_0404. The binding affinity (normalized) is 0.541.